From a dataset of Catalyst prediction with 721,799 reactions and 888 catalyst types from USPTO. Predict which catalyst facilitates the given reaction. (1) Reactant: [CH3:1][N:2]1[CH:6]=[C:5](B2OC(C)(C)C(C)(C)O2)[CH:4]=[N:3]1.Br[C:17]1[CH:22]=[CH:21][C:20]([C:23]2[S:27][C:26]([NH2:28])=[N:25][N:24]=2)=[C:19]([Cl:29])[CH:18]=1.C([O-])([O-])=O.[Na+].[Na+]. Product: [Cl:29][C:19]1[CH:18]=[C:17]([C:5]2[CH:4]=[N:3][N:2]([CH3:1])[CH:6]=2)[CH:22]=[CH:21][C:20]=1[C:23]1[S:27][C:26]([NH2:28])=[N:25][N:24]=1. The catalyst class is: 70. (2) Reactant: Br[CH:2]([C:6]([C:8]1[CH:13]=[CH:12][C:11]([Cl:14])=[CH:10][CH:9]=1)=O)[C:3]([NH2:5])=[O:4].[NH2:15][C:16]([NH2:18])=[S:17]. Product: [NH2:18][C:16]1[S:17][C:2]([C:3]([NH2:5])=[O:4])=[C:6]([C:8]2[CH:13]=[CH:12][C:11]([Cl:14])=[CH:10][CH:9]=2)[N:15]=1. The catalyst class is: 8. (3) Reactant: [CH2:1]([N:3]1[C:11]2[C:6](=[CH:7][CH:8]=[C:9]([C:12]([F:15])([F:14])[F:13])[CH:10]=2)[C:5]([C:16]#[N:17])=[C:4]1[N:18]1[CH2:23][CH2:22][NH:21][CH2:20][CH2:19]1)[CH3:2].N1C=CC=CC=1.[CH:30]1([S:33](Cl)(=[O:35])=[O:34])[CH2:32][CH2:31]1. Product: [CH:30]1([S:33]([N:21]2[CH2:20][CH2:19][N:18]([C:4]3[N:3]([CH2:1][CH3:2])[C:11]4[C:6]([C:5]=3[C:16]#[N:17])=[CH:7][CH:8]=[C:9]([C:12]([F:14])([F:15])[F:13])[CH:10]=4)[CH2:23][CH2:22]2)(=[O:35])=[O:34])[CH2:32][CH2:31]1. The catalyst class is: 4.